Dataset: Forward reaction prediction with 1.9M reactions from USPTO patents (1976-2016). Task: Predict the product of the given reaction. (1) Given the reactants [Cl:1][C:2]1[CH:3]=[C:4]([C:12](=O)[C:13]([F:16])([F:15])[F:14])[CH:5]=[C:6]([C:8]([F:11])([F:10])[F:9])[CH:7]=1.[NH2:18]CC1C=C(C=CC=1)CN.O, predict the reaction product. The product is: [Cl:1][C:2]1[CH:3]=[C:4]([CH:12]([NH2:18])[C:13]([F:16])([F:15])[F:14])[CH:5]=[C:6]([C:8]([F:11])([F:10])[F:9])[CH:7]=1. (2) Given the reactants [F:1][C:2]1[CH:40]=[C:39]([NH:41][C:42]([C:44]2[C:45](=[O:57])[N:46]([C:50]3[CH:55]=[CH:54][C:53]([F:56])=[CH:52][CH:51]=3)[N:47]=[CH:48][CH:49]=2)=[O:43])[CH:38]=[CH:37][C:3]=1[O:4][C:5]1[CH:10]=[CH:9][N:8]=[C:7]2[N:11]([CH2:28][C:29]3[CH:34]=[CH:33][C:32]([O:35][CH3:36])=[CH:31][CH:30]=3)[N:12]=[C:13]([O:14][C@H:15]3[CH2:20][CH2:19][CH2:18][N:17](C(OC(C)(C)C)=O)[CH2:16]3)[C:6]=12.C(O)(C(F)(F)F)=O, predict the reaction product. The product is: [F:1][C:2]1[CH:40]=[C:39]([NH:41][C:42]([C:44]2[C:45](=[O:57])[N:46]([C:50]3[CH:51]=[CH:52][C:53]([F:56])=[CH:54][CH:55]=3)[N:47]=[CH:48][CH:49]=2)=[O:43])[CH:38]=[CH:37][C:3]=1[O:4][C:5]1[CH:10]=[CH:9][N:8]=[C:7]2[N:11]([CH2:28][C:29]3[CH:34]=[CH:33][C:32]([O:35][CH3:36])=[CH:31][CH:30]=3)[N:12]=[C:13]([O:14][C@H:15]3[CH2:20][CH2:19][CH2:18][NH:17][CH2:16]3)[C:6]=12. (3) Given the reactants [H-].[Al+3].[Li+].[H-].[H-].[H-].[Cl:7][C:8]1[CH:13]=[CH:12][C:11]([C:14]2[O:15][CH:16]=[C:17]([C:19](OCC)=[O:20])[N:18]=2)=[CH:10][C:9]=1[CH3:24].O.[OH-].[Na+], predict the reaction product. The product is: [Cl:7][C:8]1[CH:13]=[CH:12][C:11]([C:14]2[O:15][CH:16]=[C:17]([CH2:19][OH:20])[N:18]=2)=[CH:10][C:9]=1[CH3:24]. (4) Given the reactants FC(F)(F)C([N:5]([CH2:20][CH2:21][CH2:22][CH2:23][CH3:24])[C:6]1[CH:15]=[CH:14][C:13]2[C:12]([CH3:17])([CH3:16])[CH2:11][CH2:10][C:9]([CH3:19])([CH3:18])[C:8]=2[CH:7]=1)=O.[OH-].[K+], predict the reaction product. The product is: [CH2:20]([NH:5][C:6]1[CH:15]=[CH:14][C:13]2[C:12]([CH3:17])([CH3:16])[CH2:11][CH2:10][C:9]([CH3:18])([CH3:19])[C:8]=2[CH:7]=1)[CH2:21][CH2:22][CH2:23][CH3:24]. (5) Given the reactants N.[OH:2][C@@H:3]1[CH2:8][CH2:7][CH2:6][C@H:5]([C:9]#[N:10])[CH2:4]1, predict the reaction product. The product is: [NH2:10][CH2:9][C@@H:5]1[CH2:6][CH2:7][CH2:8][C@H:3]([OH:2])[CH2:4]1. (6) Given the reactants [F:1][C:2]([F:12])([F:11])[C:3]1[CH:8]=[CH:7][C:6]([NH2:9])=[C:5]([NH2:10])[CH:4]=1.[C:13](N1C=CN=C1)(N1C=CN=C1)=[O:14], predict the reaction product. The product is: [F:1][C:2]([F:11])([F:12])[C:3]1[CH:8]=[CH:7][C:6]2[NH:9][C:13](=[O:14])[NH:10][C:5]=2[CH:4]=1. (7) The product is: [N:1]1[CH:6]=[CH:5][CH:4]=[C:3]([S:7]([Cl:12])(=[O:10])=[O:8])[CH:2]=1. Given the reactants [N:1]1[CH:6]=[CH:5][CH:4]=[C:3]([S:7]([OH:10])(=O)=[O:8])[CH:2]=1.P(Cl)(Cl)(Cl)(Cl)[Cl:12].C(OCC)(=O)C.O, predict the reaction product.